Dataset: Full USPTO retrosynthesis dataset with 1.9M reactions from patents (1976-2016). Task: Predict the reactants needed to synthesize the given product. (1) Given the product [Cl:1][C:2]1[CH:3]=[CH:4][C:5]([C:29]#[N:30])=[C:6]([C:8]2[C:13]([O:14][CH3:15])=[CH:12][N:11]([CH:16]([CH2:24][CH:25]([F:27])[F:26])[C:17]([OH:19])=[O:18])[C:10](=[O:28])[CH:9]=2)[CH:7]=1, predict the reactants needed to synthesize it. The reactants are: [Cl:1][C:2]1[CH:3]=[CH:4][C:5]([C:29]#[N:30])=[C:6]([C:8]2[C:13]([O:14][CH3:15])=[CH:12][N:11]([CH:16]([CH2:24][CH:25]([F:27])[F:26])[C:17]([O:19]C(C)(C)C)=[O:18])[C:10](=[O:28])[CH:9]=2)[CH:7]=1.C(O)(C(F)(F)F)=O. (2) Given the product [CH3:8][C@H:6]1[NH:7][C@@H:2]([CH3:1])[CH2:3][N:4]([C:9]2[CH:10]=[CH:11][C:12]([O:16][CH3:17])=[C:13]([NH:14][S:29]([C:26]3[CH:25]=[CH:24][C:23]([C:19]4[S:18][CH:22]=[CH:21][CH:20]=4)=[CH:28][CH:27]=3)(=[O:30])=[O:31])[CH:15]=2)[CH2:5]1, predict the reactants needed to synthesize it. The reactants are: [CH3:1][C@H:2]1[NH:7][C@@H:6]([CH3:8])[CH2:5][N:4]([C:9]2[CH:10]=[CH:11][C:12]([O:16][CH3:17])=[C:13]([CH:15]=2)[NH2:14])[CH2:3]1.[S:18]1[CH:22]=[CH:21][CH:20]=[C:19]1[C:23]1[CH:28]=[CH:27][C:26]([S:29](Cl)(=[O:31])=[O:30])=[CH:25][CH:24]=1. (3) Given the product [CH2:36]([C:29]1[CH:30]=[C:31]([OH:35])[C:32]([F:34])=[CH:33][C:28]=1[C:24]1[CH:23]=[C:22]2[C:27]([C:19]([C:17]3[NH:16][C:13]4[CH2:14][CH2:15][N:10]([C:8]([C:5]5[CH:4]=[N:3][C:2]([NH:46][CH2:45][CH2:44][N:38]6[CH2:43][CH2:42][O:41][CH2:40][CH2:39]6)=[CH:7][N:6]=5)=[O:9])[CH2:11][C:12]=4[N:18]=3)=[N:20][NH:21]2)=[CH:26][CH:25]=1)[CH3:37], predict the reactants needed to synthesize it. The reactants are: Cl[C:2]1[N:3]=[CH:4][C:5]([C:8]([N:10]2[CH2:15][CH2:14][C:13]3[NH:16][C:17]([C:19]4[C:27]5[C:22](=[CH:23][C:24]([C:28]6[CH:33]=[C:32]([F:34])[C:31]([OH:35])=[CH:30][C:29]=6[CH2:36][CH3:37])=[CH:25][CH:26]=5)[NH:21][N:20]=4)=[N:18][C:12]=3[CH2:11]2)=[O:9])=[N:6][CH:7]=1.[N:38]1([CH2:44][CH2:45][NH2:46])[CH2:43][CH2:42][O:41][CH2:40][CH2:39]1. (4) Given the product [C:1]([CH2:3][CH2:4][NH:5][C:6]1[CH:15]=[CH:14][C:13]([N+:16]([O-:18])=[O:17])=[CH:12][C:7]=1[C:8]([OH:10])=[O:9])#[N:2], predict the reactants needed to synthesize it. The reactants are: [C:1]([CH2:3][CH2:4][NH:5][C:6]1[CH:15]=[CH:14][C:13]([N+:16]([O-:18])=[O:17])=[CH:12][C:7]=1[C:8]([O:10]C)=[O:9])#[N:2].C1COCC1.O.[OH-].[Li+]. (5) Given the product [CH3:17][O:16][C:3]1([O:2][CH3:1])[CH2:8][CH2:7][CH2:6][NH:5][CH:4]1[C:10]1[CH:11]=[N:12][CH:13]=[CH:14][CH:15]=1, predict the reactants needed to synthesize it. The reactants are: [CH3:1][O:2][C:3]1([O:16][CH3:17])[CH2:8][CH2:7][C:6](=O)[NH:5][CH:4]1[C:10]1[CH:11]=[N:12][CH:13]=[CH:14][CH:15]=1. (6) Given the product [Br:1][C:2]1[CH:32]=[C:31]2[C:5](=[CH:4][CH:3]=1)[NH:6][C@@H:27]([CH2:28][CH3:23])[C@@H:26]([CH3:25])[C@H:30]2[NH:33][C:34](=[O:43])[O:35][CH2:36][C:37]1[CH:38]=[CH:39][CH:40]=[CH:41][CH:42]=1, predict the reactants needed to synthesize it. The reactants are: [Br:1][C:2]1C=C[C:5]([NH2:6])=[CH:4][CH:3]=1.C(=O)CC.P(O)(O[C:23]1[CH:28]=[CH:27][CH:26]=[CH:25]C=1)(O[C:27]1[CH:28]=[CH:23]C=[CH:25][CH:26]=1)=O.[CH:30](/[NH:33][C:34](=[O:43])[O:35][CH2:36][C:37]1[CH:42]=[CH:41][CH:40]=[CH:39][CH:38]=1)=[CH:31]\[CH3:32]. (7) Given the product [ClH:3].[Cl:3][C:4]1[C:9]([F:10])=[CH:8][C:7]([C:11]2[N:12]=[C:13]([N:20]3[CH2:21][CH2:22][N:23]([C:28](=[O:27])[CH2:29][OH:30])[CH2:24][CH2:25]3)[C:14]3[S:19][CH:18]=[CH:17][C:15]=3[N:16]=2)=[C:6]([F:26])[CH:5]=1, predict the reactants needed to synthesize it. The reactants are: Cl.Cl.[Cl:3][C:4]1[C:9]([F:10])=[CH:8][C:7]([C:11]2[N:12]=[C:13]([N:20]3[CH2:25][CH2:24][NH:23][CH2:22][CH2:21]3)[C:14]3[S:19][CH:18]=[CH:17][C:15]=3[N:16]=2)=[C:6]([F:26])[CH:5]=1.[OH:27][CH2:28][C:29](O)=[O:30].C1C=CC2N(O)N=NC=2C=1.CCN=C=NCCCN(C)C.